Predict the product of the given reaction. From a dataset of Forward reaction prediction with 1.9M reactions from USPTO patents (1976-2016). (1) Given the reactants [Br:1][C:2]1[C:3]([CH2:14][CH3:15])=[C:4]([CH:8]([OH:13])S([O-])(=O)=O)[CH:5]=[CH:6][CH:7]=1.Cl, predict the reaction product. The product is: [Br:1][C:2]1[C:3]([CH2:14][CH3:15])=[C:4]([CH:5]=[CH:6][CH:7]=1)[CH:8]=[O:13]. (2) Given the reactants [C:1]([O:4][CH:5]([NH:15][C:16]([O:18][CH2:19][C:20]1[CH:25]=[C:24]([O:26][CH3:27])[CH:23]=[CH:22][C:21]=1[O:28][CH3:29])=[O:17])[CH2:6][O:7][CH2:8][C:9]1[CH:14]=[CH:13][CH:12]=[CH:11][CH:10]=1)(=O)C, predict the reaction product. The product is: [CH2:8]([O:7][CH2:6][CH:5]([NH:15][C:16](=[O:17])[O:18][CH2:19][C:20]1[CH:25]=[C:24]([O:26][CH3:27])[CH:23]=[CH:22][C:21]=1[O:28][CH3:29])[O:4][CH3:1])[C:9]1[CH:14]=[CH:13][CH:12]=[CH:11][CH:10]=1. (3) Given the reactants Cl[C:2]1[N:7]=[C:6]([NH:8][CH2:9][CH:10]2[CH2:15][CH2:14][N:13]([S:16]([CH2:19][CH2:20][C:21]3[CH:26]=[CH:25][CH:24]=[CH:23][CH:22]=3)(=[O:18])=[O:17])[CH2:12][CH2:11]2)[C:5]([CH3:27])=[CH:4][N:3]=1.[H][H], predict the reaction product. The product is: [CH3:27][C:5]1[C:6]([NH:8][CH2:9][CH:10]2[CH2:11][CH2:12][N:13]([S:16]([CH2:19][CH2:20][C:21]3[CH:22]=[CH:23][CH:24]=[CH:25][CH:26]=3)(=[O:17])=[O:18])[CH2:14][CH2:15]2)=[N:7][CH:2]=[N:3][CH:4]=1. (4) Given the reactants C([O:3][C:4]([C:6]1[N:7]=[C:8]([C:11]2[CH:16]=[CH:15][C:14]([C:17]#[N:18])=[CH:13][CH:12]=2)[O:9][CH:10]=1)=[O:5])C.[OH-].[Na+], predict the reaction product. The product is: [C:17]([C:14]1[CH:13]=[CH:12][C:11]([C:8]2[O:9][CH:10]=[C:6]([C:4]([OH:5])=[O:3])[N:7]=2)=[CH:16][CH:15]=1)#[N:18]. (5) Given the reactants [CH:1]1([C:4]2[CH:9]=[CH:8][C:7]([CH2:10][CH:11]([NH:14][CH:15]=O)[CH2:12][CH3:13])=[CH:6][C:5]=2[O:17][CH3:18])[CH2:3][CH2:2]1.O=P(Cl)(Cl)Cl, predict the reaction product. The product is: [CH:1]1([C:4]2[CH:9]=[C:8]3[C:7]([CH2:10][CH:11]([CH2:12][CH3:13])[N:14]=[CH:15]3)=[CH:6][C:5]=2[O:17][CH3:18])[CH2:3][CH2:2]1. (6) Given the reactants FC1C=CC(F)=C(C(O)=O)C=1N.[F:13][C:14]1[CH:23]=[CH:22][C:21]([F:24])=[C:20]2[C:15]=1[C:16](=O)[NH:17][C:18]([CH3:25])=[N:19]2.P(Cl)(Cl)(Cl)(Cl)Cl.C([O-])(O)=O.[Na+], predict the reaction product. The product is: [F:13][C:14]1[CH:23]=[CH:22][C:21]([F:24])=[C:20]2[C:15]=1[CH:16]=[N:17][C:18]([CH3:25])=[N:19]2. (7) The product is: [Cl:17][C:11]1[CH:10]=[C:9]([C:6]2[CH:7]=[CH:8][N:4]([CH2:3][C@@H:2]([NH:1][C:25]([C:22]3[N:21]=[C:20]([CH3:19])[O:24][N:23]=3)=[O:26])[CH3:18])[N:5]=2)[CH:16]=[CH:15][C:12]=1[C:13]#[N:14]. Given the reactants [NH2:1][C@@H:2]([CH3:18])[CH2:3][N:4]1[CH:8]=[CH:7][C:6]([C:9]2[CH:16]=[CH:15][C:12]([C:13]#[N:14])=[C:11]([Cl:17])[CH:10]=2)=[N:5]1.[CH3:19][C:20]1[O:24][N:23]=[C:22]([C:25](O)=[O:26])[N:21]=1, predict the reaction product.